Dataset: Forward reaction prediction with 1.9M reactions from USPTO patents (1976-2016). Task: Predict the product of the given reaction. (1) Given the reactants Br[C:2]1[C:3]([C:14]2[CH:22]=[CH:21][C:20]3[C:16](=[CH:17][N:18]([CH3:23])[N:19]=3)[CH:15]=2)=[N:4][S:5][C:6]=1[NH:7][C:8]([C@@H:10]1[CH2:12][C@H:11]1[CH3:13])=[O:9].[CH2:24]([C:26]1[CH:31]=[CH:30][CH:29]=[C:28]([Sn](CCCC)(CCCC)CCCC)[N:27]=1)[CH3:25], predict the reaction product. The product is: [CH2:24]([C:26]1[N:27]=[C:28]([C:2]2[C:3]([C:14]3[CH:22]=[CH:21][C:20]4[C:16](=[CH:17][N:18]([CH3:23])[N:19]=4)[CH:15]=3)=[N:4][S:5][C:6]=2[NH:7][C:8]([C@@H:10]2[CH2:12][C@H:11]2[CH3:13])=[O:9])[CH:29]=[CH:30][CH:31]=1)[CH3:25]. (2) Given the reactants Br[C:2]1[C:3]([C:39]([F:42])([F:41])[F:40])=[N:4][N:5]([CH2:9][C:10]([NH:12][C@H:13]([C:23]2[C:28]([C:29]3[CH:30]=[CH:31][C:32]([F:38])=[C:33]([CH:37]=3)[C:34]([NH2:36])=[O:35])=[CH:27][CH:26]=[CH:25][N:24]=2)[CH2:14][C:15]2[CH:20]=[C:19]([F:21])[CH:18]=[C:17]([F:22])[CH:16]=2)=[O:11])[C:6]=1[CH2:7][CH3:8].[C:43]1(B(O)O)[CH:48]=[CH:47][CH:46]=[CH:45][CH:44]=1.BrC1C(C(F)(F)F)=NN(CC(N[C@H](C2C(C3C=CC(F)=C(C=3)C(N)=O)=CC=CN=2)CC2C=C(F)C=C(F)C=2)=O)C=1.C1(B(O)O)CC1, predict the reaction product. The product is: [F:22][C:17]1[CH:16]=[C:15]([CH2:14][C@@H:13]([C:23]2[C:28]([C:29]3[CH:30]=[CH:31][C:32]([F:38])=[C:33]([CH:37]=3)[C:34]([NH2:36])=[O:35])=[CH:27][CH:26]=[CH:25][N:24]=2)[NH:12][C:10](=[O:11])[CH2:9][N:5]2[C:6]([CH2:7][CH3:8])=[C:2]([C:43]3[CH:48]=[CH:47][CH:46]=[CH:45][CH:44]=3)[C:3]([C:39]([F:42])([F:41])[F:40])=[N:4]2)[CH:20]=[C:19]([F:21])[CH:18]=1. (3) Given the reactants [Cl:1][C:2]1[CH:7]=[CH:6][C:5]([NH:8][S:9]([C:12]([F:15])([F:14])[F:13])(=[O:11])=[O:10])=[C:4]([C:16](=O)[CH:17]([CH3:19])[CH3:18])[CH:3]=1.Cl.[Cl:22][C:23]1[CH:28]=[CH:27][C:26]([O:29][NH2:30])=[CH:25][CH:24]=1.CC([O-])=O.[Na+], predict the reaction product. The product is: [Cl:1][C:2]1[CH:7]=[CH:6][C:5]([NH:8][S:9]([C:12]([F:15])([F:14])[F:13])(=[O:11])=[O:10])=[C:4]([C:16](=[N:30][O:29][C:26]2[CH:27]=[CH:28][C:23]([Cl:22])=[CH:24][CH:25]=2)[CH:17]([CH3:19])[CH3:18])[CH:3]=1. (4) Given the reactants [C:1]([NH:4][C:5]1[CH:6]=[C:7](B(O)O)[CH:8]=[CH:9][CH:10]=1)(=[O:3])[CH3:2].Br[C:15]1[N:20]=[C:19]([C:21]([C:23]2[CH:28]=[CH:27][CH:26]=CN=2)=[O:22])[C:18]([NH:29][CH2:30][CH2:31][O:32][CH3:33])=[N:17][CH:16]=1.[CH2:34]([N:36](CC)CC)C, predict the reaction product. The product is: [CH3:33][O:32][CH2:31][CH2:30][NH:29][C:18]1[N:17]=[CH:16][C:15]([C:7]2[CH:6]=[C:5]([NH:4][C:1](=[O:3])[CH3:2])[CH:10]=[CH:9][CH:8]=2)=[N:20][C:19]=1[C:21]([C:23]1[CH:34]=[N:36][CH:26]=[CH:27][CH:28]=1)=[O:22]. (5) The product is: [CH2:1]([O:3][C:4](=[O:25])[C:5]1[CH:10]=[CH:9][CH:8]=[C:7]([N:11]2[C:15]([CH3:16])=[CH:14][CH:13]=[C:12]2[C:17]2[CH:22]=[C:21]([Cl:23])[CH:20]=[CH:19][C:18]=2[O:24][CH2:31][C:30]2[CH:33]=[CH:34][C:27]([F:26])=[CH:28][CH:29]=2)[CH:6]=1)[CH3:2]. Given the reactants [CH2:1]([O:3][C:4](=[O:25])[C:5]1[CH:10]=[CH:9][CH:8]=[C:7]([N:11]2[C:15]([CH3:16])=[CH:14][CH:13]=[C:12]2[C:17]2[CH:22]=[C:21]([Cl:23])[CH:20]=[CH:19][C:18]=2[OH:24])[CH:6]=1)[CH3:2].[F:26][C:27]1[CH:34]=[CH:33][C:30]([CH2:31]Br)=[CH:29][CH:28]=1.C(=O)([O-])[O-].[K+].[K+], predict the reaction product. (6) Given the reactants [CH3:1][O:2][C:3]1[CH:46]=[CH:45][C:6]([O:7][C:8]([N:10]([CH2:22][CH2:23][C@H:24]2[CH2:29][CH2:28][CH2:27][C@@H:26]([O:30][CH2:31][C:32]3[N:33]=[C:34]([C:38]4[CH:39]=[C:40]([CH3:44])[CH:41]=[CH:42][CH:43]=4)[O:35][C:36]=3[CH3:37])[CH2:25]2)[C@@H:11]([CH:19]([CH3:21])[CH3:20])[C:12]([O:14]C(C)(C)C)=[O:13])=[O:9])=[CH:5][CH:4]=1.ClC(Cl)(Cl)C(O)=O, predict the reaction product. The product is: [CH3:1][O:2][C:3]1[CH:46]=[CH:45][C:6]([O:7][C:8]([N:10]([CH2:22][CH2:23][C@H:24]2[CH2:29][CH2:28][CH2:27][C@@H:26]([O:30][CH2:31][C:32]3[N:33]=[C:34]([C:38]4[CH:39]=[C:40]([CH3:44])[CH:41]=[CH:42][CH:43]=4)[O:35][C:36]=3[CH3:37])[CH2:25]2)[C@@H:11]([CH:19]([CH3:20])[CH3:21])[C:12]([OH:14])=[O:13])=[O:9])=[CH:5][CH:4]=1. (7) Given the reactants [NH2:1][C:2]1[N:7]=[C:6]([NH:8][C@H:9]2[CH2:13][C@@H:12]([CH2:14][OH:15])[C@H:11]([OH:16])[C@@H:10]2[OH:17])[C:5]([N:18]=[N:19]C2C=CC(Cl)=CC=2)=[C:4]([Cl:27])[N:3]=1.[Cl:28][C:29]1[CH:35]=[CH:34][CH:33]=[CH:32][C:30]=1N, predict the reaction product. The product is: [NH2:1][C:2]1[N:7]=[C:6]([NH:8][C@H:9]2[CH2:13][C@@H:12]([CH2:14][OH:15])[C@H:11]([OH:16])[C@@H:10]2[OH:17])[C:5]([N:18]=[N:19][C:30]2[CH:32]=[CH:33][CH:34]=[CH:35][C:29]=2[Cl:28])=[C:4]([Cl:27])[N:3]=1. (8) Given the reactants [Cl:1][C:2]1[CH:10]=[C:9]2[C:5]([CH:6]=[CH:7][NH:8]2)=[CH:4][C:3]=1[C:11]#[N:12], predict the reaction product. The product is: [Cl:1][C:2]1[CH:10]=[C:9]2[C:5]([CH:6]=[CH:7][NH:8]2)=[CH:4][C:3]=1[CH2:11][NH2:12]. (9) Given the reactants [CH3:1][CH:2]([CH3:6])[CH2:3][CH2:4][OH:5].CC(C)([O-])C.[Na+].Cl[C:14]1[N:22]=[C:21]2[C:17]([N:18]=[CH:19][N:20]2[CH:23]2[CH2:28][CH2:27][CH2:26][CH2:25][O:24]2)=[C:16]([NH2:29])[N:15]=1, predict the reaction product. The product is: [CH3:1][CH:2]([CH3:6])[CH2:3][CH2:4][O:5][C:14]1[N:22]=[C:21]2[C:17]([N:18]=[CH:19][N:20]2[CH:23]2[CH2:28][CH2:27][CH2:26][CH2:25][O:24]2)=[C:16]([NH2:29])[N:15]=1. (10) Given the reactants [C:1]([C:5]1[O:9][N:8]=[C:7]([NH:10][C:11]([NH:13][C:14]2[CH:19]=[CH:18][CH:17]=[C:16]([C:20]#[C:21][C:22]3[C:23](Cl)=[N:24][CH:25]=[N:26][CH:27]=3)[CH:15]=2)=[O:12])[CH:6]=1)([CH3:4])([CH3:3])[CH3:2].[NH2:29][CH2:30][CH2:31][NH2:32], predict the reaction product. The product is: [NH2:29][CH2:30][CH2:31][NH:32][C:23]1[C:22]([C:21]#[C:20][C:16]2[CH:15]=[C:14]([NH:13][C:11]([NH:10][C:7]3[CH:6]=[C:5]([C:1]([CH3:4])([CH3:3])[CH3:2])[O:9][N:8]=3)=[O:12])[CH:19]=[CH:18][CH:17]=2)=[CH:27][N:26]=[CH:25][N:24]=1.